This data is from Catalyst prediction with 721,799 reactions and 888 catalyst types from USPTO. The task is: Predict which catalyst facilitates the given reaction. (1) Reactant: O[CH2:2][C:3]1[C:8]2[NH:9][C:10]([C:12]([O:14][CH3:15])=[O:13])=[N:11][C:7]=2[CH:6]=[CH:5][CH:4]=1.[H-].[Na+].[CH3:18][Si:19]([CH3:26])([CH3:25])[CH2:20][CH2:21][O:22][CH2:23]Cl. Product: [CH3:2][C:3]1[C:8]2[N:9]=[C:10]([C:12]([O:14][CH3:15])=[O:13])[N:11]([CH2:23][O:22][CH2:21][CH2:20][Si:19]([CH3:26])([CH3:25])[CH3:18])[C:7]=2[CH:6]=[CH:5][CH:4]=1. The catalyst class is: 9. (2) The catalyst class is: 22. Reactant: [CH2:1]([O:8][C:9]([N:11]1[CH2:16][CH2:15][C:14](=[O:17])[CH2:13][CH2:12]1)=[O:10])[C:2]1[CH:7]=[CH:6][CH:5]=[CH:4][CH:3]=1.[Br:18]Br.O. Product: [CH2:1]([O:8][C:9]([N:11]1[CH2:16][CH2:15][C:14](=[O:17])[CH:13]([Br:18])[CH2:12]1)=[O:10])[C:2]1[CH:7]=[CH:6][CH:5]=[CH:4][CH:3]=1. (3) Reactant: Br[C:2]1[CH:3]=[CH:4][C:5]([O:29][CH3:30])=[C:6]([S:8]([N:11]2[CH2:16][CH2:15][N:14]([C:17]3[CH:22]=[CH:21][C:20]([F:23])=[CH:19][C:18]=3[C:24]([F:27])([F:26])[F:25])[CH2:13][CH:12]2[CH3:28])(=[O:10])=[O:9])[CH:7]=1.[NH:31]1[CH2:36][CH2:35][O:34][CH2:33][CH2:32]1.CC(C)([O-])C.[Na+].C1C=CC(P(C2C(C3C(P(C4C=CC=CC=4)C4C=CC=CC=4)=CC=C4C=3C=CC=C4)=C3C(C=CC=C3)=CC=2)C2C=CC=CC=2)=CC=1. Product: [F:23][C:20]1[CH:21]=[CH:22][C:17]([N:14]2[CH2:15][CH2:16][N:11]([S:8]([C:6]3[CH:7]=[C:2]([N:31]4[CH2:36][CH2:35][O:34][CH2:33][CH2:32]4)[CH:3]=[CH:4][C:5]=3[O:29][CH3:30])(=[O:10])=[O:9])[C@H:12]([CH3:28])[CH2:13]2)=[C:18]([C:24]([F:27])([F:26])[F:25])[CH:19]=1. The catalyst class is: 187. (4) Reactant: Br[C:2]1[C:8]([F:9])=[CH:7][C:5]([NH2:6])=[CH:4][C:3]=1[Cl:10].[Cu][C:12]#[N:13].[OH-].[NH4+]. Product: [NH2:6][C:5]1[CH:7]=[C:8]([F:9])[C:2]([C:12]#[N:13])=[C:3]([Cl:10])[CH:4]=1. The catalyst class is: 3.